Dataset: Catalyst prediction with 721,799 reactions and 888 catalyst types from USPTO. Task: Predict which catalyst facilitates the given reaction. (1) Reactant: [CH2:1]([O:3][P:4]([O:27][CH2:28][CH3:29])([O:6][CH:7]([P:19](=[O:26])([O:23][CH2:24][CH3:25])[O:20][CH2:21][CH3:22])[C:8]1[CH:13]=[CH:12][CH:11]=[C:10]([O:14][CH2:15][CH2:16][CH2:17][NH2:18])[CH:9]=1)=[O:5])[CH3:2].[CH:30]1[CH:31]=[CH:32][C:33]2[O:40][C:38](=[O:39])[CH2:37][CH2:36][C:34]=2[CH:35]=1. Product: [CH2:1]([O:3][P:4]([O:27][CH2:28][CH3:29])([O:6][CH:7]([P:19](=[O:26])([O:23][CH2:24][CH3:25])[O:20][CH2:21][CH3:22])[C:8]1[CH:13]=[CH:12][CH:11]=[C:10]([O:14][CH2:15][CH2:16][CH2:17][NH:18][C:38](=[O:39])[CH2:37][CH2:36][C:34]2[CH:35]=[CH:30][CH:31]=[CH:32][C:33]=2[OH:40])[CH:9]=1)=[O:5])[CH3:2]. The catalyst class is: 14. (2) Product: [Cl:1][C:2]1[CH:7]=[CH:6][C:5]([S:8]([NH:11][C:15]2[C:16]([CH:22]3[C:30]4[C:25](=[CH:26][CH:27]=[CH:28][CH:29]=4)[C:24](=[O:31])[O:23]3)=[N:17][CH:18]=[C:19]([Cl:21])[CH:20]=2)(=[O:9])=[O:10])=[CH:4][C:3]=1[C:32]([F:35])([F:33])[F:34]. The catalyst class is: 126. Reactant: [Cl:1][C:2]1[CH:7]=[CH:6][C:5]([S:8]([N:11]([C:15]2[C:16]([CH:22]3[C:30]4[C:25](=[CH:26][CH:27]=[CH:28][CH:29]=4)[C:24](=[O:31])[O:23]3)=[N:17][CH:18]=[C:19]([Cl:21])[CH:20]=2)COC)(=[O:10])=[O:9])=[CH:4][C:3]=1[C:32]([F:35])([F:34])[F:33]. (3) Reactant: Cl.[CH3:2][O:3][NH2:4].[Cl:5][CH2:6][CH2:7][CH2:8][C:9]([C:11]1[CH:16]=[CH:15][C:14]([F:17])=[CH:13][CH:12]=1)=O. Product: [CH3:2][O:3][N:4]=[C:9]([C:11]1[CH:12]=[CH:13][C:14]([F:17])=[CH:15][CH:16]=1)[CH2:8][CH2:7][CH2:6][Cl:5]. The catalyst class is: 17. (4) The catalyst class is: 107. Reactant: [CH:1]([C:3]1[N:4]=[C:5]([CH:8]2[CH2:13][CH2:12][N:11]([C:14](=[O:26])[CH2:15][N:16]3[C:20]([CH3:21])=[CH:19][C:18]([C:22]([F:25])([F:24])[F:23])=[N:17]3)[CH2:10][CH2:9]2)[S:6][CH:7]=1)=O.CC1N(CC(N2CCC(C3SC=C(C4C=C(C5C=CC=CC=5)ON=4)N=3)CC2)=O)N=C(C(F)(F)F)C=1.[CH3:62][NH:63][CH:64]([C:67]1[CH:72]=[CH:71][CH:70]=[CH:69][CH:68]=1)[CH2:65][NH2:66].C(=O)([O-])[O-].[K+].[K+].II. Product: [CH3:62][N:63]1[CH:64]([C:67]2[CH:72]=[CH:71][CH:70]=[CH:69][CH:68]=2)[CH2:65][N:66]=[C:1]1[C:3]1[N:4]=[C:5]([CH:8]2[CH2:13][CH2:12][N:11]([C:14](=[O:26])[CH2:15][N:16]3[C:20]([CH3:21])=[CH:19][C:18]([C:22]([F:25])([F:24])[F:23])=[N:17]3)[CH2:10][CH2:9]2)[S:6][CH:7]=1. (5) Reactant: [CH2:1]([O:3][CH2:4][CH2:5][OH:6])[CH3:2].[C:7](#[N:10])[CH:8]=[CH2:9].Cl. Product: [CH2:1]([O:3][CH2:4][CH2:5][O:6][CH2:9][CH2:8][C:7]#[N:10])[CH3:2]. The catalyst class is: 5. (6) Reactant: [CH2:1]1[CH:5]([OH:6])[CH2:4][NH:3][CH2:2]1.C(N(CC)CC)C.[CH2:14]([O:18][C:19]1[CH:24]=[CH:23][C:22]([S:25](Cl)(=[O:27])=[O:26])=[CH:21][CH:20]=1)[CH2:15][CH2:16][CH3:17].C(=O)([O-])[O-].[Na+].[Na+]. Product: [CH2:14]([O:18][C:19]1[CH:24]=[CH:23][C:22]([S:25]([N:3]2[CH2:2][CH2:1][CH:5]([OH:6])[CH2:4]2)(=[O:27])=[O:26])=[CH:21][CH:20]=1)[CH2:15][CH2:16][CH3:17]. The catalyst class is: 46.